Dataset: Catalyst prediction with 721,799 reactions and 888 catalyst types from USPTO. Task: Predict which catalyst facilitates the given reaction. (1) Reactant: Cl[CH2:2][C:3]([NH:5][C:6]1[N:7]=[C:8]2[CH:13]=[CH:12][C:11]([O:14][C:15]3[CH:16]=[C:17]([NH:21][C:22](=[O:33])[C:23]4[CH:28]=[CH:27][CH:26]=[C:25]([C:29]([F:32])([F:31])[F:30])[CH:24]=4)[CH:18]=[CH:19][CH:20]=3)=[N:10][N:9]2[CH:34]=1)=[O:4].[CH3:35][NH:36][CH3:37].C(=O)([O-])O.[Na+]. Product: [CH3:35][N:36]([CH3:37])[CH2:2][C:3]([NH:5][C:6]1[N:7]=[C:8]2[CH:13]=[CH:12][C:11]([O:14][C:15]3[CH:16]=[C:17]([NH:21][C:22](=[O:33])[C:23]4[CH:28]=[CH:27][CH:26]=[C:25]([C:29]([F:32])([F:31])[F:30])[CH:24]=4)[CH:18]=[CH:19][CH:20]=3)=[N:10][N:9]2[CH:34]=1)=[O:4]. The catalyst class is: 10. (2) Reactant: [CH2:1]([C:5]1[N:9]([C:10]2[CH:15]=[CH:14][CH:13]=[CH:12][CH:11]=2)[N:8]=[C:7]([CH2:16][NH2:17])[C:6]=1[CH3:18])[CH:2]([CH3:4])[CH3:3].C(N(CC)CC)C.[CH:26]1[C:35]2[C:30](=[CH:31][CH:32]=[CH:33][CH:34]=2)[CH:29]=[CH:28][C:27]=1[S:36](Cl)(=[O:38])=[O:37].O. Product: [CH2:1]([C:5]1[N:9]([C:10]2[CH:15]=[CH:14][CH:13]=[CH:12][CH:11]=2)[N:8]=[C:7]([CH2:16][NH:17][S:36]([C:27]2[CH:28]=[CH:29][C:30]3[C:35](=[CH:34][CH:33]=[CH:32][CH:31]=3)[CH:26]=2)(=[O:38])=[O:37])[C:6]=1[CH3:18])[CH:2]([CH3:4])[CH3:3]. The catalyst class is: 4. (3) Reactant: CN(C)C=O.[F:6][C:7]([F:19])([F:18])[C:8]1[CH:9]=[C:10]([CH:14](O)[CH:15]=[CH2:16])[CH:11]=[CH:12][CH:13]=1.S(Cl)([Cl:22])=O. Product: [Cl:22][CH:14]([C:10]1[CH:11]=[CH:12][CH:13]=[C:8]([C:7]([F:19])([F:18])[F:6])[CH:9]=1)[CH:15]=[CH2:16]. The catalyst class is: 4. (4) Reactant: O.O.[Sn](Cl)Cl.[N:6]([CH2:9][C:10]1[S:14][C:13]([C:15]2[N:20]=[N:19][C:18]([N:21]([CH2:29][C:30]3([C:34]4[C:39]([F:40])=[CH:38][CH:37]=[CH:36][N:35]=4)[CH2:33][CH2:32][CH2:31]3)[C:22](=[O:28])[O:23][C:24]([CH3:27])([CH3:26])[CH3:25])=[CH:17][CH:16]=2)=[N:12][CH:11]=1)=[N+]=[N-].C(OCC)(=O)C. Product: [NH2:6][CH2:9][C:10]1[S:14][C:13]([C:15]2[N:20]=[N:19][C:18]([N:21]([CH2:29][C:30]3([C:34]4[C:39]([F:40])=[CH:38][CH:37]=[CH:36][N:35]=4)[CH2:33][CH2:32][CH2:31]3)[C:22](=[O:28])[O:23][C:24]([CH3:26])([CH3:27])[CH3:25])=[CH:17][CH:16]=2)=[N:12][CH:11]=1. The catalyst class is: 5. (5) Reactant: [S:1]([N:11]1[CH:15]=[CH:14][CH:13]=[CH:12]1)([C:4]1[CH:10]=[CH:9][C:7]([CH3:8])=[CH:6][CH:5]=1)(=[O:3])=[O:2].[Cl:16][S:17](O)(=[O:19])=[O:18]. Product: [S:1]([N:11]1[CH:15]=[CH:14][C:13]([S:17]([Cl:16])(=[O:19])=[O:18])=[CH:12]1)([C:4]1[CH:5]=[CH:6][C:7]([CH3:8])=[CH:9][CH:10]=1)(=[O:2])=[O:3]. The catalyst class is: 10. (6) Reactant: I[CH2:2][CH:3]1[CH2:7][CH2:6][CH2:5][CH2:4]1.[C:8]1([N:14]2[C:22](=[O:23])[C:21]3[C@@H:20]4[C:24]([CH3:26])([CH3:25])[C@@:17]([CH3:27])([CH2:18][CH2:19]4)[C:16]=3[NH:15]2)[CH:13]=[CH:12][CH:11]=[CH:10][CH:9]=1. Product: [CH:3]1([CH2:2][N:15]2[C:16]3[C@:17]4([CH3:27])[C:24]([CH3:26])([CH3:25])[C@@H:20]([CH2:19][CH2:18]4)[C:21]=3[C:22](=[O:23])[N:14]2[C:8]2[CH:9]=[CH:10][CH:11]=[CH:12][CH:13]=2)[CH2:7][CH2:6][CH2:5][CH2:4]1. The catalyst class is: 4. (7) Reactant: [S:1]([NH2:5])([NH2:4])(=[O:3])=[O:2].[F:6][C:7]1[CH:12]=[CH:11][C:10]([F:13])=[CH:9][C:8]=1[C@H:14]1[CH2:18][CH2:17][CH2:16][N:15]1[C:19]1[CH:24]=[CH:23][N:22]2[N:25]=[CH:26][C:27]([C:28]([NH:30][CH:31]3[CH2:36][CH2:35]N[CH2:33][CH2:32]3)=[O:29])=[C:21]2[CH:20]=1. Product: [F:6][C:7]1[CH:12]=[CH:11][C:10]([F:13])=[CH:9][C:8]=1[C@H:14]1[CH2:18][CH2:17][CH2:16][N:15]1[C:19]1[CH:24]=[CH:23][N:22]2[N:25]=[CH:26][C:27]([C:28]([NH:30][CH:31]3[CH2:36][CH2:35][N:4]([S:1](=[O:3])(=[O:2])[NH2:5])[CH2:33][CH2:32]3)=[O:29])=[C:21]2[CH:20]=1. The catalyst class is: 12.